Dataset: Full USPTO retrosynthesis dataset with 1.9M reactions from patents (1976-2016). Task: Predict the reactants needed to synthesize the given product. (1) Given the product [CH3:33][S:34]([N:23]1[CH2:22][CH2:21][CH:20]([C:17]2[CH:18]=[CH:19][C:14]([C:11]3[CH:10]=[CH:9][C:8]([CH:6]([N:1]4[CH2:5][CH2:4][CH2:3][CH2:2]4)[CH3:7])=[CH:13][CH:12]=3)=[CH:15][CH:16]=2)[CH2:25][CH2:24]1)(=[O:36])=[O:35], predict the reactants needed to synthesize it. The reactants are: [N:1]1([CH:6]([C:8]2[CH:13]=[CH:12][C:11]([C:14]3[CH:19]=[CH:18][C:17]([CH:20]4[CH2:25][CH2:24][NH:23][CH2:22][CH2:21]4)=[CH:16][CH:15]=3)=[CH:10][CH:9]=2)[CH3:7])[CH2:5][CH2:4][CH2:3][CH2:2]1.C(N(CC)CC)C.[CH3:33][S:34](Cl)(=[O:36])=[O:35]. (2) Given the product [C:14]([C:18]1[CH:34]=[CH:33][C:21]([CH2:22][N:23]([CH2:24][CH2:25][C:26]2[CH:31]=[CH:30][C:29]([F:32])=[CH:28][CH:27]=2)[C:11]([C:10]2[C:2]([F:1])=[CH:3][CH:4]=[C:5]3[C:9]=2[NH:8][CH:7]=[CH:6]3)=[O:13])=[CH:20][CH:19]=1)([CH3:17])([CH3:15])[CH3:16], predict the reactants needed to synthesize it. The reactants are: [F:1][C:2]1[C:10]([C:11]([OH:13])=O)=[C:9]2[C:5]([CH:6]=[CH:7][NH:8]2)=[CH:4][CH:3]=1.[C:14]([C:18]1[CH:34]=[CH:33][C:21]([CH2:22][NH:23][CH2:24][CH2:25][C:26]2[CH:31]=[CH:30][C:29]([F:32])=[CH:28][CH:27]=2)=[CH:20][CH:19]=1)([CH3:17])([CH3:16])[CH3:15].C(Cl)Cl.CCN=C=NCCCN(C)C.Cl.